This data is from Catalyst prediction with 721,799 reactions and 888 catalyst types from USPTO. The task is: Predict which catalyst facilitates the given reaction. Reactant: C([O-])(=O)C.[NH4+].[F:6][C:7]1[CH:8]=[C:9]([C:17]2[C:25]3[CH2:24][CH2:23][C:22](=O)[C:21]=3[CH:20]=[N:19][CH:18]=2)[CH:10]=[CH:11][C:12]=1[C:13]([F:16])([F:15])[F:14].C([BH3-])#[N:28].[Na+]. Product: [F:6][C:7]1[CH:8]=[C:9]([C:17]2[C:25]3[CH2:24][CH2:23][CH:22]([NH2:28])[C:21]=3[CH:20]=[N:19][CH:18]=2)[CH:10]=[CH:11][C:12]=1[C:13]([F:16])([F:15])[F:14]. The catalyst class is: 645.